The task is: Predict the product of the given reaction.. This data is from Forward reaction prediction with 1.9M reactions from USPTO patents (1976-2016). (1) Given the reactants [F:1][C:2]([F:7])([F:6])[C:3]([OH:5])=[O:4].[F:8][C:9]([F:14])([F:13])[C:10]([OH:12])=[O:11].FC(F)(F)C(O)=O.[Cl:22][C:23]1[CH:24]=[N:25][C:26]2[NH:27][C:28]3[CH:29]=[N:30][CH:31]=[C:32]([CH:54]=3)[CH2:33][CH2:34][C:35]3[CH:43]=[C:39]([NH:40][C:41]=1[N:42]=2)[CH:38]=[CH:37][C:36]=3[O:44][CH2:45][C:46](=[O:53])[N:47]1[CH2:52][CH2:51][NH:50][CH2:49][CH2:48]1.[C:55]1([N:61]=[C:62]=[O:63])[CH:60]=[CH:59][CH:58]=[CH:57][CH:56]=1, predict the reaction product. The product is: [F:1][C:2]([F:7])([F:6])[C:3]([OH:5])=[O:4].[F:8][C:9]([F:14])([F:13])[C:10]([OH:12])=[O:11].[Cl:22][C:23]1[CH:24]=[N:25][C:26]2[NH:27][C:28]3[CH:29]=[N:30][CH:31]=[C:32]([CH:54]=3)[CH2:33][CH2:34][C:35]3[CH:43]=[C:39]([NH:40][C:41]=1[N:42]=2)[CH:38]=[CH:37][C:36]=3[O:44][CH2:45][C:46]([N:47]1[CH2:52][CH2:51][N:50]([C:62]([NH:61][C:55]2[CH:60]=[CH:59][CH:58]=[CH:57][CH:56]=2)=[O:63])[CH2:49][CH2:48]1)=[O:53]. (2) Given the reactants [CH:1]([C:4]1[CH:9]=[CH:8][CH:7]=[C:6]([C:10]2[CH:15]=[CH:14][CH:13]=[CH:12][CH:11]=2)[C:5]=1[O:16]C)([CH3:3])[CH3:2].O.C(OCC)C, predict the reaction product. The product is: [CH:1]([C:4]1[CH:9]=[CH:8][CH:7]=[C:6]([C:10]2[CH:15]=[CH:14][CH:13]=[CH:12][CH:11]=2)[C:5]=1[OH:16])([CH3:3])[CH3:2]. (3) Given the reactants [CH:1]([N:4]([CH2:16][C:17]([O:19][CH2:20][CH3:21])=[O:18])[C:5](=[O:15])[C:6]1[C:11]([CH:12]=C)=[CH:10][CH:9]=[CH:8][C:7]=1[CH3:14])([CH3:3])[CH3:2].I([O-])(=O)(=O)=[O:23].[Na+], predict the reaction product. The product is: [CH:12]([C:11]1[CH:10]=[CH:9][CH:8]=[C:7]([CH3:14])[C:6]=1[C:5]([N:4]([CH2:16][C:17]([O:19][CH2:20][CH3:21])=[O:18])[CH:1]([CH3:3])[CH3:2])=[O:15])=[O:23]. (4) Given the reactants [C:1]([O:5][C:6](=[O:27])[NH:7][C:8]1[C:17]([O:18][CH2:19][C:20]2[CH:25]=[CH:24][CH:23]=[CH:22][CH:21]=2)=[CH:16][C:15]2[C:10](=[CH:11][C:12]([Br:26])=[CH:13][CH:14]=2)[CH:9]=1)([CH3:4])([CH3:3])[CH3:2].[H-].[Na+].Br[CH2:31][C:32]([O:34][CH3:35])=[O:33], predict the reaction product. The product is: [CH3:35][O:34][C:32](=[O:33])[CH2:31][N:7]([C:8]1[C:17]([O:18][CH2:19][C:20]2[CH:21]=[CH:22][CH:23]=[CH:24][CH:25]=2)=[CH:16][C:15]2[C:10](=[CH:11][C:12]([Br:26])=[CH:13][CH:14]=2)[CH:9]=1)[C:6]([O:5][C:1]([CH3:4])([CH3:2])[CH3:3])=[O:27]. (5) Given the reactants [OH:1][CH2:2][CH2:3][N:4]([C:6]1[CH:13]=[CH:12][C:9]([CH:10]=O)=[CH:8][CH:7]=1)[CH3:5].[O:14]1[C:18]([C:19]2[CH:24]=[CH:23][C:22]([NH:25][NH2:26])=[CH:21][CH:20]=2)=[CH:17][N:16]=[CH:15]1, predict the reaction product. The product is: [O:14]1[C:18]([C:19]2[CH:20]=[CH:21][C:22]([NH:25][N:26]=[CH:10][C:9]3[CH:12]=[CH:13][C:6]([N:4]([CH2:3][CH2:2][OH:1])[CH3:5])=[CH:7][CH:8]=3)=[CH:23][CH:24]=2)=[CH:17][N:16]=[CH:15]1. (6) Given the reactants [CH2:1]([N:3]([CH2:20][CH3:21])[CH2:4][CH2:5][NH:6]C(C1C=CC2C(=CC=C(I)C=2)C=1)=O)[CH3:2].[I:22][C:23]1[C:31]2[CH:30]=[C:29]([C:32]([O:34]C)=O)[S:28][C:27]=2[CH:26]=[CH:25][CH:24]=1.[K+].[Br-], predict the reaction product. The product is: [CH2:1]([N:3]([CH2:20][CH3:21])[CH2:4][CH2:5][NH:6][C:32]([C:29]1[S:28][C:27]2[CH:26]=[CH:25][CH:24]=[C:23]([I:22])[C:31]=2[CH:30]=1)=[O:34])[CH3:2]. (7) Given the reactants [C:1]1([S:7]([N:10]2[C:14]3=[N:15][CH:16]=[CH:17][CH:18]=[C:13]3[CH:12]=[C:11]2[C:19](OS(C2C=CC(C)=CC=2)(=O)=O)=[CH:20][CH:21]2[CH2:25][CH2:24][CH2:23][CH2:22]2)(=[O:9])=[O:8])[CH:6]=[CH:5][CH:4]=[CH:3][CH:2]=1.[CH3:37][S:38]([NH:41][C:42]1[CH:47]=[CH:46][C:45](B2OC(C)(C)C(C)(C)O2)=[CH:44][CH:43]=1)(=[O:40])=[O:39].C(=O)([O-])[O-].[Na+].[Na+], predict the reaction product. The product is: [C:1]1([S:7]([N:10]2[C:14]3=[N:15][CH:16]=[CH:17][CH:18]=[C:13]3[CH:12]=[C:11]2[C:19]([C:45]2[CH:44]=[CH:43][C:42]([NH:41][S:38]([CH3:37])(=[O:39])=[O:40])=[CH:47][CH:46]=2)=[CH:20][CH:21]2[CH2:22][CH2:23][CH2:24][CH2:25]2)(=[O:9])=[O:8])[CH:6]=[CH:5][CH:4]=[CH:3][CH:2]=1.